From a dataset of hERG potassium channel inhibition data for cardiac toxicity prediction from Karim et al.. Regression/Classification. Given a drug SMILES string, predict its toxicity properties. Task type varies by dataset: regression for continuous values (e.g., LD50, hERG inhibition percentage) or binary classification for toxic/non-toxic outcomes (e.g., AMES mutagenicity, cardiotoxicity, hepatotoxicity). Dataset: herg_karim. (1) The molecule is CNC(=O)c1ccc(-c2ccc3c(c2)CCN(CCN2CCCC2C)C3=O)cc1. The result is 0 (non-blocker). (2) The molecule is C[C@H]([C@H](O)c1ccc2c(c1)CCC(=O)N2)N1CCC(O)(c2ccc(Cl)cc2)CC1. The result is 1 (blocker). (3) The compound is CC1(C#N)CN(c2cc(COc3ccc(F)c(F)c3F)nc(-c3ccccn3)n2)C1. The result is 0 (non-blocker). (4) The compound is CCOC(=O)C1CCN(CCCOc2ccc(S(N)(=O)=O)cc2)CC1. The result is 0 (non-blocker). (5) The molecule is O=C(Nc1ccc(Cl)cc1)N1CCN(C[C@@H]2CCCN(C3CC3)C2)CC1. The result is 0 (non-blocker).